From a dataset of Catalyst prediction with 721,799 reactions and 888 catalyst types from USPTO. Predict which catalyst facilitates the given reaction. (1) The catalyst class is: 21. Reactant: [CH2:1]([Br:10])[C:2]([C:4]1[CH:9]=[CH:8][CH:7]=[CH:6][CH:5]=1)=[O:3].[S:11]1[CH2:15][CH2:14][CH2:13][CH2:12]1. Product: [Br-:10].[O:3]=[C:2]([C:4]1[CH:9]=[CH:8][CH:7]=[CH:6][CH:5]=1)[CH2:1][S+:11]1[CH2:15][CH2:14][CH2:13][CH2:12]1. (2) Reactant: [F:1][C:2]1[CH:3]=[C:4]([C@H:10]2[CH2:14][CH2:13][CH2:12][N:11]2[C:15]2[CH:20]=[CH:19][N:18]3[N:21]=[CH:22][C:23]([C:24]([OH:26])=O)=[C:17]3[N:16]=2)[C:5]([O:8][CH3:9])=[N:6][CH:7]=1.CN(C(ON1N=NC2C=CC=NC1=2)=[N+](C)C)C.F[P-](F)(F)(F)(F)F.CCN(C(C)C)C(C)C.Br.[Br:61][CH2:62][CH2:63][O:64][NH2:65]. Product: [Br:61][CH2:62][CH2:63][O:64][NH:65][C:24]([C:23]1[CH:22]=[N:21][N:18]2[CH:19]=[CH:20][C:15]([N:11]3[CH2:12][CH2:13][CH2:14][C@@H:10]3[C:4]3[C:5]([O:8][CH3:9])=[N:6][CH:7]=[C:2]([F:1])[CH:3]=3)=[N:16][C:17]=12)=[O:26]. The catalyst class is: 3. (3) Reactant: [NH2:1][C:2]1[CH:7]=[CH:6][C:5]([OH:8])=[CH:4][CH:3]=1.[CH:9]1([C:15](Cl)=[O:16])[CH2:14][CH2:13][CH2:12][CH2:11][CH2:10]1.N1C=CC=CC=1.[OH-].[Na+].Cl. Product: [OH:8][C:5]1[CH:6]=[CH:7][C:2]([NH:1][C:15]([CH:9]2[CH2:14][CH2:13][CH2:12][CH2:11][CH2:10]2)=[O:16])=[CH:3][CH:4]=1. The catalyst class is: 410. (4) Reactant: [C:1]([O:4][CH2:5][CH2:6][CH2:7][CH2:8][O:9][C:10]1[C:15]([Cl:16])=[CH:14][C:13]([O:17]CC2C=CC=CC=2)=[CH:12][C:11]=1[Cl:25])(=[O:3])[CH3:2].[H][H]. Product: [C:1]([O:4][CH2:5][CH2:6][CH2:7][CH2:8][O:9][C:10]1[C:11]([Cl:25])=[CH:12][C:13]([OH:17])=[CH:14][C:15]=1[Cl:16])(=[O:3])[CH3:2]. The catalyst class is: 63. (5) Reactant: [CH3:1][O:2][CH2:3][CH2:4][N:5]1[C:10](=[O:11])[CH:9]=[CH:8][C:7]([C:12]2[S:16][C:15]([C:17]([O:19]CC)=O)=[N:14][C:13]=2[C:22]2[CH:27]=[CH:26][CH:25]=[CH:24][CH:23]=2)=[N:6]1.[CH:28]([NH2:31])([CH3:30])[CH3:29]. Product: [CH:28]([NH:31][C:17]([C:15]1[S:16][C:12]([C:7]2[CH:8]=[CH:9][C:10](=[O:11])[N:5]([CH2:4][CH2:3][O:2][CH3:1])[N:6]=2)=[C:13]([C:22]2[CH:23]=[CH:24][CH:25]=[CH:26][CH:27]=2)[N:14]=1)=[O:19])([CH3:30])[CH3:29]. The catalyst class is: 7.